This data is from Full USPTO retrosynthesis dataset with 1.9M reactions from patents (1976-2016). The task is: Predict the reactants needed to synthesize the given product. (1) Given the product [Cl:1][C:2]1[CH:24]=[CH:23][C:5]([CH2:6][NH:7][C:8]([C:10]2[C:11](=[O:22])[C:12]3[CH:19]=[C:18]([CH2:20][N:37]4[CH2:38][CH2:39][CH2:40][C@@H:36]4[C@@H:35]([OH:34])[C:41]4[CH:46]=[CH:45][CH:44]=[CH:43][CH:42]=4)[S:17][C:13]=3[N:14]([CH3:16])[CH:15]=2)=[O:9])=[CH:4][CH:3]=1, predict the reactants needed to synthesize it. The reactants are: [Cl:1][C:2]1[CH:24]=[CH:23][C:5]([CH2:6][NH:7][C:8]([C:10]2[C:11](=[O:22])[C:12]3[CH:19]=[C:18]([CH2:20]Cl)[S:17][C:13]=3[N:14]([CH3:16])[CH:15]=2)=[O:9])=[CH:4][CH:3]=1.C(N(C(C)C)CC)(C)C.[OH:34][CH:35]([C:41]1[CH:46]=[CH:45][CH:44]=[CH:43][CH:42]=1)[CH:36]1[CH2:40][CH2:39][CH2:38][NH:37]1.O. (2) Given the product [Br:21][C:12]1[C:13]([C:15]2[CH:19]=[CH:18][O:17][C:16]=2[CH3:20])=[N:14][C:9]([N:4]2[CH2:3][C@H:2]([CH3:1])[O:7][C@H:6]([CH3:8])[CH2:5]2)=[N:10][CH:11]=1, predict the reactants needed to synthesize it. The reactants are: [CH3:1][CH:2]1[O:7][CH:6]([CH3:8])[CH2:5][N:4]([C:9]2[N:14]=[C:13]([C:15]3[CH:19]=[CH:18][O:17][C:16]=3[CH3:20])[CH:12]=[CH:11][N:10]=2)[CH2:3]1.[Br:21]N1C(=O)CCC1=O.